From a dataset of Reaction yield outcomes from USPTO patents with 853,638 reactions. Predict the reaction yield, written as a fraction of the theoretical maximum amount of product (1.0 means a 100% yield; for example, 0.34 means a 34% yield). (1) The reactants are [F:1][C:2]1[CH:3]=[CH:4][C:5]([C@@H:8]([NH:10]C(=O)OC(C)(C)C)[CH3:9])=[N:6][CH:7]=1.Cl.O1CCOCC1. The catalyst is C(Cl)Cl. The product is [F:1][C:2]1[CH:3]=[CH:4][C:5]([C@@H:8]([NH2:10])[CH3:9])=[N:6][CH:7]=1. The yield is 0.980. (2) The reactants are [CH3:1][C:2]1[N:3]=[C:4]([NH2:7])[S:5][CH:6]=1.Cl[C:9]1[CH:14]=[C:13]([S:15][C:16]2[CH:21]=[CH:20][CH:19]=[CH:18][C:17]=2[C:22]([F:25])([F:24])[F:23])[CH:12]=[CH:11][N:10]=1.P([O-])([O-])([O-])=O.[K+].[K+].[K+]. The catalyst is C1C=CC(/C=C/C(/C=C/C2C=CC=CC=2)=O)=CC=1.C1C=CC(/C=C/C(/C=C/C2C=CC=CC=2)=O)=CC=1.C1C=CC(/C=C/C(/C=C/C2C=CC=CC=2)=O)=CC=1.[Pd].[Pd].C1(P(C2C=CC=CC=2)C2C3OC4C(=CC=CC=4P(C4C=CC=CC=4)C4C=CC=CC=4)C(C)(C)C=3C=CC=2)C=CC=CC=1. The product is [CH3:1][C:2]1[N:3]=[C:4]([NH:7][C:9]2[CH:14]=[C:13]([S:15][C:16]3[CH:21]=[CH:20][CH:19]=[CH:18][C:17]=3[C:22]([F:25])([F:23])[F:24])[CH:12]=[CH:11][N:10]=2)[S:5][CH:6]=1. The yield is 0.750. (3) The product is [CH2:7]([O:14][C:15]1[CH:20]=[CH:19][C:18]([C@@H:21]2[CH2:23][C@H:22]2[C:24]([N:34]=[N+:35]=[N-:36])=[O:26])=[CH:17][CH:16]=1)[C:8]1[CH:13]=[CH:12][CH:11]=[CH:10][CH:9]=1. The reactants are ClC(OCC)=O.[CH2:7]([O:14][C:15]1[CH:20]=[CH:19][C:18]([C@@H:21]2[CH2:23][C@H:22]2[C:24]([OH:26])=O)=[CH:17][CH:16]=1)[C:8]1[CH:13]=[CH:12][CH:11]=[CH:10][CH:9]=1.C(N(CC)CC)C.[N-:34]=[N+:35]=[N-:36].[Na+]. The catalyst is CC(C)=O.O. The yield is 0.859. (4) The reactants are [NH2:1][C:2]1[CH:3]=[CH:4][C:5]([F:26])=[C:6]([C@:8]2([CH3:25])[CH2:16][C:12]3([CH2:15][CH2:14][CH2:13]3)[O:11][C:10]([NH:17][C:18](=[O:24])[O:19][C:20]([CH3:23])([CH3:22])[CH3:21])=[N:9]2)[CH:7]=1.Cl[C:28]1[C:37]2[C:32](=[CH:33][C:34]([Cl:38])=[CH:35][CH:36]=2)[N:31]=[CH:30][N:29]=1.C(=O)([O-])[O-].[K+].[K+]. The catalyst is C(O)(C)C. The product is [Cl:38][C:34]1[CH:33]=[C:32]2[C:37]([C:28]([NH:1][C:2]3[CH:3]=[CH:4][C:5]([F:26])=[C:6]([C@:8]4([CH3:25])[CH2:16][C:12]5([CH2:15][CH2:14][CH2:13]5)[O:11][C:10]([NH:17][C:18](=[O:24])[O:19][C:20]([CH3:21])([CH3:22])[CH3:23])=[N:9]4)[CH:7]=3)=[N:29][CH:30]=[N:31]2)=[CH:36][CH:35]=1. The yield is 0.850. (5) The reactants are [CH2:1]([NH:3][CH2:4][CH2:5][CH2:6][CH2:7][OH:8])[CH3:2].[CH3:9][N:10]1[C:22]2[CH2:21][CH2:20][CH:19]([CH:23]3[CH2:28][CH2:27][O:26][CH2:25][CH2:24]3)[CH2:18][C:17]=2[C:16]2[C:11]1=[CH:12][CH:13]=[C:14]([C:29](O)=[O:30])[CH:15]=2.CCN(C(C)C)C(C)C.CN(C(ON1N=NC2C=CC=NC1=2)=[N+](C)C)C.F[P-](F)(F)(F)(F)F. The catalyst is CN(C=O)C. The product is [CH2:1]([N:3]([CH2:4][CH2:5][CH2:6][CH2:7][OH:8])[C:29]([C:14]1[CH:15]=[C:16]2[C:11](=[CH:12][CH:13]=1)[N:10]([CH3:9])[C:22]1[CH2:21][CH2:20][CH:19]([CH:23]3[CH2:28][CH2:27][O:26][CH2:25][CH2:24]3)[CH2:18][C:17]2=1)=[O:30])[CH3:2]. The yield is 0.627. (6) The reactants are [Cl:1][C:2]1[C:11]2[C:6](=[CH:7][CH:8]=[CH:9][CH:10]=2)[N:5]=[C:4]([C:12]([O:14]CC)=O)[N:3]=1.[Cl:17][C:18]1[CH:19]=[C:20]([Mg]Br)[CH:21]=[CH:22][C:23]=1[F:24].C1COCC1. The catalyst is C1COCC1. The product is [Cl:17][C:18]1[CH:19]=[C:20]([C:12]([C:4]2[N:3]=[C:2]([Cl:1])[C:11]3[C:6](=[CH:7][CH:8]=[CH:9][CH:10]=3)[N:5]=2)=[O:14])[CH:21]=[CH:22][C:23]=1[F:24]. The yield is 0.370.